From a dataset of Full USPTO retrosynthesis dataset with 1.9M reactions from patents (1976-2016). Predict the reactants needed to synthesize the given product. (1) Given the product [CH:26]([Si:10]([CH:7]([CH3:9])[CH3:8])([CH:23]([CH3:25])[CH3:24])[O:11][CH:12]1[CH2:13][CH2:14][CH:15]([CH2:18][OH:19])[CH2:16][CH2:17]1)([CH3:28])[CH3:27], predict the reactants needed to synthesize it. The reactants are: [H-].[Al+3].[Li+].[H-].[H-].[H-].[CH:7]([Si:10]([CH:26]([CH3:28])[CH3:27])([CH:23]([CH3:25])[CH3:24])[O:11][CH:12]1[CH2:17][CH2:16][CH:15]([C:18](OCC)=[O:19])[CH2:14][CH2:13]1)([CH3:9])[CH3:8].C(OCC)(=O)C.N. (2) Given the product [Cl:1][C:2]1[CH:3]=[CH:4][C:5]([N:15]2[CH:19]=[C:18]([Cl:20])[N:17]=[N:16]2)=[C:6]([C:8]2[N:13]=[CH:12][N:11]([C@@H:57]3[C:73]4[CH:74]=[C:69]([CH:70]=[N:71][CH:72]=4)[C:68]4[N:67]([CH3:75])[N:66]=[CH:65][C:64]=4[NH:63][C:62](=[O:76])[C@H:61]([CH3:77])[CH2:60][CH2:59][CH2:58]3)[C:10](=[O:14])[CH:9]=2)[CH:7]=1, predict the reactants needed to synthesize it. The reactants are: [Cl:1][C:2]1[CH:3]=[CH:4][C:5]([N:15]2[CH:19]=[C:18]([Cl:20])[N:17]=[N:16]2)=[C:6]([C:8]2[N:13]=[CH:12][N:11]=[C:10]([OH:14])[CH:9]=2)[CH:7]=1.CN(C(ON1N=NC2C=CC=NC1=2)=[N+](C)C)C.F[P-](F)(F)(F)(F)F.C1CCN2C(=NCCC2)CC1.N[C@@H:57]1[C:73]2[CH:74]=[C:69]([CH:70]=[N:71][CH:72]=2)[C:68]2[N:67]([CH3:75])[N:66]=[CH:65][C:64]=2[NH:63][C:62](=[O:76])[C@H:61]([CH3:77])[CH2:60][CH2:59][CH2:58]1.